Dataset: NCI-60 drug combinations with 297,098 pairs across 59 cell lines. Task: Regression. Given two drug SMILES strings and cell line genomic features, predict the synergy score measuring deviation from expected non-interaction effect. (1) Drug 1: C1=CC(=CC=C1C#N)C(C2=CC=C(C=C2)C#N)N3C=NC=N3. Drug 2: C1CCC(C(C1)N)N.C(=O)(C(=O)[O-])[O-].[Pt+4]. Cell line: CCRF-CEM. Synergy scores: CSS=18.9, Synergy_ZIP=-3.48, Synergy_Bliss=4.51, Synergy_Loewe=-1.71, Synergy_HSA=2.02. (2) Drug 1: CN1CCC(CC1)COC2=C(C=C3C(=C2)N=CN=C3NC4=C(C=C(C=C4)Br)F)OC. Drug 2: CC1C(C(=O)NC(C(=O)N2CCCC2C(=O)N(CC(=O)N(C(C(=O)O1)C(C)C)C)C)C(C)C)NC(=O)C3=C4C(=C(C=C3)C)OC5=C(C(=O)C(=C(C5=N4)C(=O)NC6C(OC(=O)C(N(C(=O)CN(C(=O)C7CCCN7C(=O)C(NC6=O)C(C)C)C)C)C(C)C)C)N)C. Cell line: HS 578T. Synergy scores: CSS=-8.89, Synergy_ZIP=3.28, Synergy_Bliss=6.46, Synergy_Loewe=-0.725, Synergy_HSA=-0.129. (3) Drug 1: C1=NC(=NC(=O)N1C2C(C(C(O2)CO)O)O)N. Drug 2: C(CCl)NC(=O)N(CCCl)N=O. Cell line: T-47D. Synergy scores: CSS=16.4, Synergy_ZIP=-3.01, Synergy_Bliss=-0.444, Synergy_Loewe=-11.2, Synergy_HSA=0.855. (4) Drug 1: CN1CCC(CC1)COC2=C(C=C3C(=C2)N=CN=C3NC4=C(C=C(C=C4)Br)F)OC. Drug 2: CC1=C(C(CCC1)(C)C)C=CC(=CC=CC(=CC(=O)O)C)C. Cell line: A549. Synergy scores: CSS=29.6, Synergy_ZIP=-2.46, Synergy_Bliss=3.86, Synergy_Loewe=6.75, Synergy_HSA=7.49. (5) Drug 1: C1=CC(=C2C(=C1NCCNCCO)C(=O)C3=C(C=CC(=C3C2=O)O)O)NCCNCCO. Synergy scores: CSS=59.3, Synergy_ZIP=-7.39, Synergy_Bliss=-6.80, Synergy_Loewe=-15.5, Synergy_HSA=-3.18. Cell line: NCIH23. Drug 2: C1=NC2=C(N1)C(=S)N=CN2.